This data is from Forward reaction prediction with 1.9M reactions from USPTO patents (1976-2016). The task is: Predict the product of the given reaction. (1) Given the reactants [CH:1]1[C:10]2[C:5](=[CH:6][CH:7]=[CH:8][CH:9]=2)[CH:4]=[CH:3][C:2]=1[C:11]1[CH:12]=[C:13]([CH:15]=[CH:16][CH:17]=1)[NH2:14].Cl[C:19]1[C:24]([N+:25]([O-:27])=[O:26])=[CH:23][CH:22]=[CH:21][N:20]=1.C(=O)([O-])[O-].[K+].[K+], predict the reaction product. The product is: [CH:1]1[C:10]2[C:5](=[CH:6][CH:7]=[CH:8][CH:9]=2)[CH:4]=[CH:3][C:2]=1[C:11]1[CH:12]=[C:13]([NH:14][C:19]2[C:24]([N+:25]([O-:27])=[O:26])=[CH:23][CH:22]=[CH:21][N:20]=2)[CH:15]=[CH:16][CH:17]=1. (2) Given the reactants [Cl:1][C:2]1[CH:12]=[CH:11][C:5]([O:6][CH:7]2[CH2:10][NH:9][CH2:8]2)=[C:4]([F:13])[CH:3]=1.CCN(CC)CC.[Cl:21][C:22]1[N:27]=[C:26](Cl)[N:25]=[CH:24][N:23]=1, predict the reaction product. The product is: [Cl:21][C:22]1[N:27]=[C:26]([N:9]2[CH2:10][CH:7]([O:6][C:5]3[CH:11]=[CH:12][C:2]([Cl:1])=[CH:3][C:4]=3[F:13])[CH2:8]2)[N:25]=[CH:24][N:23]=1. (3) Given the reactants [OH:1][N:2]([CH3:32])[C:3]([N:5]1[CH2:10][CH2:9][CH:8]([C:11]([O:13][CH:14]([C:25]2[CH:30]=[CH:29][C:28]([Cl:31])=[CH:27][CH:26]=2)[C:15]([C:17]2[CH:22]=[CH:21][C:20]([O:23][CH3:24])=[CH:19][CH:18]=2)=O)=O)[CH2:7][CH2:6]1)=[O:4].C([O-])(=O)C.[NH4+:37].C(=O)(O)[O-].[Na+], predict the reaction product. The product is: [Cl:31][C:28]1[CH:29]=[CH:30][C:25]([C:14]2[O:13][C:11]([CH:8]3[CH2:9][CH2:10][N:5]([C:3](=[O:4])[N:2]([OH:1])[CH3:32])[CH2:6][CH2:7]3)=[N:37][C:15]=2[C:17]2[CH:22]=[CH:21][C:20]([O:23][CH3:24])=[CH:19][CH:18]=2)=[CH:26][CH:27]=1. (4) Given the reactants [F:1][C:2]1[CH:3]=[C:4]2[C:9](=[CH:10][C:11]=1[F:12])[NH:8][C:7]1[N:13]([C:17]3[CH:22]=[CH:21][CH:20]=[CH:19][N:18]=3)[N:14]=[C:15]([CH3:16])[C:6]=1[C:5]2=[O:23], predict the reaction product. The product is: [OH2:23].[F:1][C:2]1[CH:3]=[C:4]2[C:9](=[CH:10][C:11]=1[F:12])[NH:8][C:7]1[N:13]([C:17]3[CH:22]=[CH:21][CH:20]=[CH:19][N:18]=3)[N:14]=[C:15]([CH3:16])[C:6]=1[C:5]2=[O:23]. (5) Given the reactants C[Si](C)(C)[N-][Si](C)(C)C.[Na+].[F:11][C:12]1[CH:17]=[CH:16][CH:15]=[C:14]([F:18])[C:13]=1[C:19]([F:31])([F:30])[S:20]([C:23]1[CH2:27][C:26]([CH3:29])([CH3:28])[O:25][N:24]=1)(=[O:22])=[O:21].C1C=CC(S(N(S(C2C=CC=CC=2)(=O)=O)[F:42])(=O)=O)=CC=1, predict the reaction product. The product is: [F:18][C:14]1[CH:15]=[CH:16][CH:17]=[C:12]([F:11])[C:13]=1[C:19]([F:31])([F:30])[S:20]([C:23]1[CH:27]([F:42])[C:26]([CH3:28])([CH3:29])[O:25][N:24]=1)(=[O:22])=[O:21]. (6) Given the reactants [CH3:1][C:2]1[N:3]=[C:4]([NH2:8])[S:5][C:6]=1[CH3:7].[Br:9][CH2:10][CH2:11][OH:12], predict the reaction product. The product is: [BrH:9].[NH:8]=[C:4]1[N:3]([CH2:10][CH2:11][OH:12])[C:2]([CH3:1])=[C:6]([CH3:7])[S:5]1. (7) Given the reactants [O:1]1[C:5]2[CH:6]=[CH:7][C:8]([C:10]3([C:13]([OH:15])=O)[CH2:12][CH2:11]3)=[CH:9][C:4]=2[O:3][CH2:2]1.S(Cl)(Cl)=O.C(N(CC)CC)C.[NH2:27][C:28]1[S:29][C:30]([C:33]([C:35]2[CH:40]=[CH:39][CH:38]=[CH:37][C:36]=2[Cl:41])=[O:34])=[CH:31][N:32]=1, predict the reaction product. The product is: [Cl:41][C:36]1[CH:37]=[CH:38][CH:39]=[CH:40][C:35]=1[C:33]([C:30]1[S:29][C:28]([NH:27][C:13]([C:10]2([C:8]3[CH:7]=[CH:6][C:5]4[O:1][CH2:2][O:3][C:4]=4[CH:9]=3)[CH2:11][CH2:12]2)=[O:15])=[N:32][CH:31]=1)=[O:34]. (8) Given the reactants [OH-].[Na+].[Cl:3][C:4]1[CH:5]=[C:6]([C@H:11]2[C@@H:17]([CH2:18][N:19]3[CH2:24][CH2:23][CH:22]([C:25]([O:27]C)=[O:26])[CH2:21][CH2:20]3)[O:16][CH2:15][CH2:14][N:13]([C:29]([O:31][C:32]([CH3:35])([CH3:34])[CH3:33])=[O:30])[CH2:12]2)[CH:7]=[CH:8][C:9]=1[Cl:10].O, predict the reaction product. The product is: [C:32]([O:31][C:29]([N:13]1[CH2:12][C@@H:11]([C:6]2[CH:7]=[CH:8][C:9]([Cl:10])=[C:4]([Cl:3])[CH:5]=2)[C@@H:17]([CH2:18][N:19]2[CH2:24][CH2:23][CH:22]([C:25]([OH:27])=[O:26])[CH2:21][CH2:20]2)[O:16][CH2:15][CH2:14]1)=[O:30])([CH3:35])([CH3:33])[CH3:34]. (9) Given the reactants [CH3:1][C:2]1[C:7]([C:8]2[C:16]3[O:15][CH2:14][C@@H:13]([NH:17][C:18]4[CH:30]=[CH:29][C:21]5[C@H:22]([CH2:25][C:26]([OH:28])=[O:27])[CH2:23][O:24][C:20]=5[CH:19]=4)[C:12]=3[CH:11]=[CH:10][CH:9]=2)=[C:6]([CH3:31])[N:5]=[C:4]([N:32]2[CH2:36][CH2:35][CH2:34][CH2:33]2)[N:3]=1.[OH-].[Na+:38].C(#N)C, predict the reaction product. The product is: [CH3:31][C:6]1[C:7]([C:8]2[C:16]3[O:15][CH2:14][C@@H:13]([NH:17][C:18]4[CH:30]=[CH:29][C:21]5[C@H:22]([CH2:25][C:26]([O-:28])=[O:27])[CH2:23][O:24][C:20]=5[CH:19]=4)[C:12]=3[CH:11]=[CH:10][CH:9]=2)=[C:2]([CH3:1])[N:3]=[C:4]([N:32]2[CH2:36][CH2:35][CH2:34][CH2:33]2)[N:5]=1.[Na+:38]. (10) Given the reactants Cl[C:2]1[C:11]2=[N:12][N:13](CC3C=CC(OC)=CC=3)[CH:14]=[C:10]2[C:9]2[CH:8]=[C:7]([O:24][CH3:25])[C:6]([O:26][CH3:27])=[CH:5][C:4]=2[N:3]=1.[NH2:28][C:29]1[CH:30]=[CH:31][C:32]([O:36][CH3:37])=[C:33]([OH:35])[CH:34]=1.Cl, predict the reaction product. The product is: [CH3:27][O:26][C:6]1[C:7]([O:24][CH3:25])=[CH:8][C:9]2[C:10]3[C:11](=[N:12][NH:13][CH:14]=3)[C:2]([NH:28][C:29]3[CH:30]=[CH:31][C:32]([O:36][CH3:37])=[C:33]([OH:35])[CH:34]=3)=[N:3][C:4]=2[CH:5]=1.